From a dataset of NCI-60 drug combinations with 297,098 pairs across 59 cell lines. Regression. Given two drug SMILES strings and cell line genomic features, predict the synergy score measuring deviation from expected non-interaction effect. (1) Cell line: HOP-92. Drug 1: C1=NC2=C(N1)C(=S)N=CN2. Synergy scores: CSS=13.0, Synergy_ZIP=-4.14, Synergy_Bliss=-1.59, Synergy_Loewe=-7.51, Synergy_HSA=-1.29. Drug 2: CCCCCOC(=O)NC1=NC(=O)N(C=C1F)C2C(C(C(O2)C)O)O. (2) Drug 1: CC(C1=C(C=CC(=C1Cl)F)Cl)OC2=C(N=CC(=C2)C3=CN(N=C3)C4CCNCC4)N. Drug 2: CC1=C(C(CCC1)(C)C)C=CC(=CC=CC(=CC(=O)O)C)C. Cell line: LOX IMVI. Synergy scores: CSS=10.2, Synergy_ZIP=-4.62, Synergy_Bliss=-2.79, Synergy_Loewe=-0.961, Synergy_HSA=0.238. (3) Drug 2: C1=C(C(=O)NC(=O)N1)F. Cell line: MDA-MB-435. Drug 1: CC1=C2C(C(=O)C3(C(CC4C(C3C(C(C2(C)C)(CC1OC(=O)C(C(C5=CC=CC=C5)NC(=O)OC(C)(C)C)O)O)OC(=O)C6=CC=CC=C6)(CO4)OC(=O)C)OC)C)OC. Synergy scores: CSS=85.3, Synergy_ZIP=5.10, Synergy_Bliss=3.82, Synergy_Loewe=6.11, Synergy_HSA=9.31. (4) Cell line: UO-31. Drug 2: C(CC(=O)O)C(=O)CN.Cl. Synergy scores: CSS=12.6, Synergy_ZIP=-4.02, Synergy_Bliss=-0.121, Synergy_Loewe=-3.68, Synergy_HSA=-0.789. Drug 1: CN(CCCl)CCCl.Cl. (5) Drug 1: CN1CCC(CC1)COC2=C(C=C3C(=C2)N=CN=C3NC4=C(C=C(C=C4)Br)F)OC. Drug 2: C1C(C(OC1N2C=NC3=C2NC=NCC3O)CO)O. Cell line: KM12. Synergy scores: CSS=-1.60, Synergy_ZIP=0.347, Synergy_Bliss=0.00539, Synergy_Loewe=-1.97, Synergy_HSA=-2.92.